Dataset: Full USPTO retrosynthesis dataset with 1.9M reactions from patents (1976-2016). Task: Predict the reactants needed to synthesize the given product. (1) Given the product [CH3:33][O:32][C:29]1[CH:30]=[CH:31][C:26]([O:25][C:23](=[O:24])[NH:21][C:16]2[CH:17]=[C:18]3[C:13](=[CH:14][CH:15]=2)[N:12]=[C:11]([NH:10][C@H:1]2[C:9]4[C:4](=[CH:5][CH:6]=[CH:7][CH:8]=4)[CH2:3][CH2:2]2)[CH:20]=[CH:19]3)=[CH:27][CH:28]=1, predict the reactants needed to synthesize it. The reactants are: [C@H:1]1([NH:10][C:11]2[CH:20]=[CH:19][C:18]3[C:13](=[CH:14][CH:15]=[C:16]([NH2:21])[CH:17]=3)[N:12]=2)[C:9]2[C:4](=[CH:5][CH:6]=[CH:7][CH:8]=2)[CH2:3][CH2:2]1.Cl[C:23]([O:25][C:26]1[CH:31]=[CH:30][C:29]([O:32][CH3:33])=[CH:28][CH:27]=1)=[O:24].C(N(CC)CC)C.O. (2) Given the product [CH3:13][C:14]1[CH:19]=[CH:18][CH:17]=[C:16]([CH3:20])[C:15]=1[S:21][CH2:2][C:3]1[CH:4]=[C:5]([CH:6]2[N:33]([CH2:34][C:35]3[O:36][CH:37]=[CH:38][CH:39]=3)[C:31](=[O:32])[C:30]3[C:29](=[CH:43][CH:42]=[CH:41][CH:40]=3)[NH:28]2)[CH:8]=[CH:9][C:10]=1[O:11][CH3:12], predict the reactants needed to synthesize it. The reactants are: Cl[CH2:2][C:3]1[CH:4]=[C:5]([CH:8]=[CH:9][C:10]=1[O:11][CH3:12])[CH:6]=O.[CH3:13][C:14]1[CH:19]=[CH:18][CH:17]=[C:16]([CH3:20])[C:15]=1[SH:21].C(=O)([O-])[O-].[K+].[K+].[NH2:28][C:29]1[CH:43]=[CH:42][CH:41]=[CH:40][C:30]=1[C:31]([NH:33][CH2:34][C:35]1[O:36][CH:37]=[CH:38][CH:39]=1)=[O:32].FC(F)(F)S([O-])(=O)=O.[Yb+3].FC(F)(F)S([O-])(=O)=O.FC(F)(F)S([O-])(=O)=O. (3) The reactants are: [NH2:1][C:2]1[CH:3]=[C:4]([N:15]2[CH2:20][CH2:19][N:18]([C:21]([O:23][C:24]([CH3:27])([CH3:26])[CH3:25])=[O:22])[CH2:17][CH2:16]2)[CH:5]=[CH:6][C:7]=1[S:8][C:9]1[CH:14]=[CH:13][CH:12]=[CH:11][CH:10]=1.[C:28](Cl)(=[O:30])[CH3:29].C(N(C(C)C)CC)(C)C.O. Given the product [C:28]([NH:1][C:2]1[CH:3]=[C:4]([N:15]2[CH2:16][CH2:17][N:18]([C:21]([O:23][C:24]([CH3:27])([CH3:26])[CH3:25])=[O:22])[CH2:19][CH2:20]2)[CH:5]=[CH:6][C:7]=1[S:8][C:9]1[CH:10]=[CH:11][CH:12]=[CH:13][CH:14]=1)(=[O:30])[CH3:29], predict the reactants needed to synthesize it. (4) Given the product [Cl:1][C:2]1[CH:15]=[CH:14][C:5]([CH2:6][NH:7][C:8](=[O:13])[C:9]([CH3:12])([CH3:11])[CH3:10])=[CH:4][C:3]=1[N:16]1[C:20](=[O:21])[NH:19][C:18]([C:22]2[CH:27]=[CH:26][C:25]([C:30]#[C:29][CH:31]3[CH2:33][CH2:32]3)=[CH:24][CH:23]=2)=[N:17]1, predict the reactants needed to synthesize it. The reactants are: [Cl:1][C:2]1[CH:15]=[CH:14][C:5]([CH2:6][NH:7][C:8](=[O:13])[C:9]([CH3:12])([CH3:11])[CH3:10])=[CH:4][C:3]=1[N:16]1[C:20](=[O:21])[NH:19][C:18]([C:22]2[CH:27]=[CH:26][C:25](I)=[CH:24][CH:23]=2)=[N:17]1.[C:29]([CH:31]1[CH2:33][CH2:32]1)#[CH:30].CCCC[N+](CCCC)(CCCC)CCCC.[F-].